From a dataset of Catalyst prediction with 721,799 reactions and 888 catalyst types from USPTO. Predict which catalyst facilitates the given reaction. (1) Reactant: Br[C:2]1[CH:7]=[C:6]([CH3:8])[C:5]([NH:9][C:10](=[O:15])[C:11]([CH3:14])([CH3:13])[CH3:12])=[C:4]([F:16])[CH:3]=1.C([Li])CCC.CN(C)[C:24](=[O:30])[CH2:25][CH2:26][CH2:27][CH2:28][CH3:29]. Product: [F:16][C:4]1[CH:3]=[C:2]([C:24](=[O:30])[CH2:25][CH2:26][CH2:27][CH2:28][CH3:29])[CH:7]=[C:6]([CH3:8])[C:5]=1[NH:9][C:10](=[O:15])[C:11]([CH3:14])([CH3:13])[CH3:12]. The catalyst class is: 7. (2) Reactant: [CH2:1]1[O:11][C:4]2([CH2:9][CH2:8][C:7](=O)[CH2:6][CH2:5]2)[O:3][CH2:2]1.C[Si]([N-][Si](C)(C)C)(C)C.[Li+].FC(F)(F)S(N(C1C=CC(Cl)=CN=1)S(C(F)(F)F)(=O)=O)(=O)=O.[CH2:44]([O:46][C:47]([C:49]1[CH:54]=[CH:53][C:52](B(O)O)=[CH:51][CH:50]=1)=[O:48])[CH3:45].C(=O)([O-])[O-].[Na+].[Na+]. Product: [O:3]1[C:4]2([CH2:9][CH2:8][C:7]([C:52]3[CH:53]=[CH:54][C:49]([C:47]([O:46][CH2:44][CH3:45])=[O:48])=[CH:50][CH:51]=3)=[CH:6][CH2:5]2)[O:11][CH2:1][CH2:2]1. The catalyst class is: 577. (3) Reactant: C([O:5][C:6]([N:8]1[C:12]2[CH:13]=[CH:14][C:15]([Br:21])=[C:16]([CH2:17][CH2:18][CH2:19][NH2:20])[C:11]=2[O:10][CH:9]1[CH2:22][CH3:23])=O)(C)(C)C.Cl.[CH2:25](Cl)Cl. Product: [C:6]([N:8]1[C:12]2[CH:13]=[CH:14][C:15]([Br:21])=[C:16]([CH2:17][CH2:18][CH2:19][NH2:20])[C:11]=2[O:10][CH:9]1[CH2:22][CH3:23])(=[O:5])[CH3:25]. The catalyst class is: 12. (4) Reactant: [Br:1][C:2]1[CH:3]=[C:4]2[C:8](=[CH:9][CH:10]=1)[C:7](=[O:11])[C:6]([CH3:13])([CH3:12])[CH2:5]2.[F:14][C:15]([Si](C)(C)C)([F:17])[F:16].[F-].C([N+](CCCC)(CCCC)CCCC)CCC. Product: [Br:1][C:2]1[CH:3]=[C:4]2[C:8](=[CH:9][CH:10]=1)[C:7]([C:15]([F:17])([F:16])[F:14])([OH:11])[C:6]([CH3:13])([CH3:12])[CH2:5]2. The catalyst class is: 1. (5) Reactant: [CH3:1][O:2][C:3]1[CH:8]=[CH:7][C:6]([C:9]2([CH2:14][NH:15][C:16]([C:18]3[NH:19][C:20]4[C:25]([CH:26]=3)=[CH:24][C:23]([Cl:27])=[CH:22][CH:21]=4)=[O:17])OCC[O:10]2)=[CH:5][CH:4]=1.Cl. Product: [CH3:1][O:2][C:3]1[CH:8]=[CH:7][C:6]([C:9](=[O:10])[CH2:14][NH:15][C:16]([C:18]2[NH:19][C:20]3[C:25]([CH:26]=2)=[CH:24][C:23]([Cl:27])=[CH:22][CH:21]=3)=[O:17])=[CH:5][CH:4]=1. The catalyst class is: 21. (6) Reactant: [CH3:1][NH:2][C:3]1[CH:8]=[CH:7][C:6]([C:9]([N:11]2[CH2:17][C:16]3([CH3:19])[CH2:18][CH:12]2[CH2:13][C:14]([CH3:21])([CH3:20])[CH2:15]3)=[O:10])=[CH:5][CH:4]=1.[Cl:22][CH2:23][C:24](Cl)=[O:25]. Product: [Cl:22][CH2:23][C:24]([N:2]([CH3:1])[C:3]1[CH:4]=[CH:5][C:6]([C:9]([N:11]2[CH2:17][C:16]3([CH3:19])[CH2:18][CH:12]2[CH2:13][C:14]([CH3:21])([CH3:20])[CH2:15]3)=[O:10])=[CH:7][CH:8]=1)=[O:25]. The catalyst class is: 1. (7) Reactant: C(N(CC)CC)C.[Br:8][C:9]1[N:18]=[C:17]([C:19]([NH:21][CH2:22][C:23]2[CH:28]=[CH:27][C:26]([F:29])=[CH:25][C:24]=2[S:30]([N:33]([CH3:35])[CH3:34])(=[O:32])=[O:31])=[O:20])[C:16]([OH:36])=[C:15]2[C:10]=1[CH:11]=[CH:12][CH:13]=[N:14]2.[C:37]1([CH3:47])[CH:42]=[CH:41][C:40]([S:43](Cl)(=[O:45])=[O:44])=[CH:39][CH:38]=1. Product: [CH3:47][C:37]1[CH:42]=[CH:41][C:40]([S:43]([O:36][C:16]2[C:17]([C:19]([NH:21][CH2:22][C:23]3[CH:28]=[CH:27][C:26]([F:29])=[CH:25][C:24]=3[S:30]([N:33]([CH3:34])[CH3:35])(=[O:32])=[O:31])=[O:20])=[N:18][C:9]([Br:8])=[C:10]3[C:15]=2[N:14]=[CH:13][CH:12]=[CH:11]3)(=[O:45])=[O:44])=[CH:39][CH:38]=1. The catalyst class is: 22. (8) Reactant: [C:1](Cl)(=[O:5])[C:2](Cl)=O.[CH2:7]([N:9]1[C:13]2[CH:14]=[CH:15]C(C([O-])=O)=[CH:17][C:12]=2[N:11]=[C:10]1[CH2:21][C:22]1[N:23]([C:27]2[CH:32]=[C:31]([F:33])[CH:30]=[CH:29][C:28]=2[F:34])[N:24]=[CH:25][CH:26]=1)[CH3:8]. Product: [CH2:10]([NH:9][C:1]([C:2]1[CH:15]=[CH:14][C:13]2[N:9]([CH2:7][CH3:8])[C:10]([CH2:21][C:22]3[N:23]([C:27]4[CH:32]=[C:31]([F:33])[CH:30]=[CH:29][C:28]=4[F:34])[N:24]=[CH:25][CH:26]=3)=[N:11][C:12]=2[CH:17]=1)=[O:5])[C:21]#[CH:22]. The catalyst class is: 174. (9) Reactant: CN([CH:4]=[O:5])C.[CH3:6][C:7]1[C:15]([N+:16]([O-:18])=[O:17])=[CH:14][CH:13]=[CH:12][C:8]=1[C:9](O)=[O:10].IC. Product: [CH3:6][C:7]1[C:15]([N+:16]([O-:18])=[O:17])=[CH:14][CH:13]=[CH:12][C:8]=1[C:9]([O:5][CH3:4])=[O:10]. The catalyst class is: 6. (10) Reactant: C([O:8][CH2:9][CH2:10][CH2:11][N:12]1[C:16](=[O:17])[CH2:15][NH:14][C:13]1=[O:18])C1C=CC=CC=1. Product: [OH:8][CH2:9][CH2:10][CH2:11][N:12]1[C:16](=[O:17])[CH2:15][NH:14][C:13]1=[O:18]. The catalyst class is: 5.